From a dataset of Drug half-life prediction data from Obach et al.. Regression/Classification. Given a drug SMILES string, predict its absorption, distribution, metabolism, or excretion properties. Task type varies by dataset: regression for continuous measurements (e.g., permeability, clearance, half-life) or binary classification for categorical outcomes (e.g., BBB penetration, CYP inhibition). For this dataset (half_life_obach), we predict log10(half-life) (log10 of half-life in hours). (1) The log10(half-life) is 0.450. The drug is NC(N)=Nc1nc(CSCC/C(N)=N/S(N)(=O)=O)cs1. (2) The compound is CC1CCCC(C)N1CCCC(O)(c1ccccc1)c1ccccn1. The log10(half-life) is 0.920. (3) The drug is CN[C@H](CC(C)C)C(=O)N[C@H]1C(=O)N[C@@H](CC(N)=O)C(=O)N[C@H]2C(=O)N[C@H]3C(=O)N[C@H](C(=O)N[C@H](C(=O)O)c4cc(O)cc(O)c4-c4cc3ccc4O)[C@H](O)c3ccc(c(Cl)c3)Oc3cc2cc(c3O[C@@H]2O[C@H](CO)[C@@H](O)[C@H](O)[C@H]2O[C@H]2C[C@](C)(N)[C@H](O)[C@H](C)O2)Oc2ccc(cc2Cl)[C@H]1O. The log10(half-life) is 0.810. (4) The molecule is CC(C)(C)NC[C@H](O)COc1nsnc1N1CCOCC1. The log10(half-life) is 0.340. (5) The drug is CC(C)(C)NCC(O)COc1cccc2c1C[C@H](O)[C@H](O)C2. The log10(half-life) is 0.960.